From a dataset of Full USPTO retrosynthesis dataset with 1.9M reactions from patents (1976-2016). Predict the reactants needed to synthesize the given product. (1) Given the product [C:23]([C:16]1([C:6]2[C:7]3[C:11]4[CH:12]=[CH:13][CH:14]=[CH:15][C:10]=4[O:9][C:8]=3[C:3]([O:2][CH3:1])=[CH:4][CH:5]=2)[CH2:21][CH:20]([CH:27]=[O:28])[C:19](=[O:22])[CH2:18][CH2:17]1)#[CH:30], predict the reactants needed to synthesize it. The reactants are: [CH3:1][O:2][C:3]1[C:8]2[O:9][C:10]3[CH:15]=[CH:14][CH:13]=[CH:12][C:11]=3[C:7]=2[C:6]([C:16]2([C:23]#N)[CH2:21][CH2:20][C:19](=[O:22])[CH2:18][CH2:17]2)=[CH:5][CH:4]=1.C1C[O:28][CH2:27]C1.[CH:30](OCC)=O. (2) Given the product [CH2:1]([O:8][C:9]1[CH:14]=[CH:13][CH:12]=[CH:11][C:10]=1[O:15][CH2:19][CH2:20][O:21][CH:22]1[CH2:27][CH2:26][CH2:25][CH2:24][O:23]1)[C:2]1[CH:3]=[CH:4][CH:5]=[CH:6][CH:7]=1, predict the reactants needed to synthesize it. The reactants are: [CH2:1]([O:8][C:9]1[CH:14]=[CH:13][CH:12]=[CH:11][C:10]=1[OH:15])[C:2]1[CH:7]=[CH:6][CH:5]=[CH:4][CH:3]=1.[H-].[Na+].Br[CH2:19][CH2:20][O:21][CH:22]1[CH2:27][CH2:26][CH2:25][CH2:24][O:23]1.O.